This data is from NCI-60 drug combinations with 297,098 pairs across 59 cell lines. The task is: Regression. Given two drug SMILES strings and cell line genomic features, predict the synergy score measuring deviation from expected non-interaction effect. (1) Drug 1: C(=O)(N)NO. Drug 2: CN1C2=C(C=C(C=C2)N(CCCl)CCCl)N=C1CCCC(=O)O.Cl. Cell line: OVCAR-8. Synergy scores: CSS=4.20, Synergy_ZIP=-0.466, Synergy_Bliss=2.29, Synergy_Loewe=1.33, Synergy_HSA=1.43. (2) Drug 1: C1=NC(=NC(=O)N1C2C(C(C(O2)CO)O)O)N. Drug 2: CC1C(C(CC(O1)OC2CC(CC3=C2C(=C4C(=C3O)C(=O)C5=CC=CC=C5C4=O)O)(C(=O)C)O)N)O. Cell line: SK-MEL-28. Synergy scores: CSS=60.2, Synergy_ZIP=-2.71, Synergy_Bliss=1.34, Synergy_Loewe=-10.6, Synergy_HSA=3.61. (3) Drug 1: C1=CN(C=N1)CC(O)(P(=O)(O)O)P(=O)(O)O. Drug 2: C1C(C(OC1N2C=NC3=C2NC=NCC3O)CO)O. Cell line: HCT-15. Synergy scores: CSS=1.57, Synergy_ZIP=7.31, Synergy_Bliss=13.9, Synergy_Loewe=4.44, Synergy_HSA=4.79. (4) Drug 1: C1CC(=O)NC(=O)C1N2CC3=C(C2=O)C=CC=C3N. Drug 2: CC(C1=C(C=CC(=C1Cl)F)Cl)OC2=C(N=CC(=C2)C3=CN(N=C3)C4CCNCC4)N. Cell line: RXF 393. Synergy scores: CSS=-0.475, Synergy_ZIP=-1.43, Synergy_Bliss=-3.43, Synergy_Loewe=-2.02, Synergy_HSA=-2.12. (5) Drug 1: C1CC(C1)(C(=O)O)C(=O)O.[NH2-].[NH2-].[Pt+2]. Drug 2: C1CC(=O)NC(=O)C1N2C(=O)C3=CC=CC=C3C2=O. Cell line: UACC62. Synergy scores: CSS=34.2, Synergy_ZIP=-2.04, Synergy_Bliss=4.86, Synergy_Loewe=-2.34, Synergy_HSA=4.23. (6) Drug 1: CCC(=C(C1=CC=CC=C1)C2=CC=C(C=C2)OCCN(C)C)C3=CC=CC=C3.C(C(=O)O)C(CC(=O)O)(C(=O)O)O. Drug 2: CCCCCOC(=O)NC1=NC(=O)N(C=C1F)C2C(C(C(O2)C)O)O. Cell line: MOLT-4. Synergy scores: CSS=52.3, Synergy_ZIP=-1.42, Synergy_Bliss=-2.10, Synergy_Loewe=-30.5, Synergy_HSA=-2.42.